This data is from Peptide-MHC class II binding affinity with 134,281 pairs from IEDB. The task is: Regression. Given a peptide amino acid sequence and an MHC pseudo amino acid sequence, predict their binding affinity value. This is MHC class II binding data. (1) The peptide sequence is NSYSGVEGEGLHKLGYI. The binding affinity (normalized) is 0.378. The MHC is DRB1_0802 with pseudo-sequence DRB1_0802. (2) The peptide sequence is TPVNIIGRNLLTQIG. The MHC is DRB1_1201 with pseudo-sequence DRB1_1201. The binding affinity (normalized) is 0.255. (3) The peptide sequence is ALFHEVAKLDVVKLL. The MHC is DRB1_0401 with pseudo-sequence DRB1_0401. The binding affinity (normalized) is 0.131. (4) The peptide sequence is MLHHWIKVEYGNLSL. The MHC is HLA-DQA10201-DQB10303 with pseudo-sequence HLA-DQA10201-DQB10303. The binding affinity (normalized) is 0.500. (5) The peptide sequence is CEYIPLFSATARRAM. The MHC is DRB1_0101 with pseudo-sequence DRB1_0101. The binding affinity (normalized) is 1.00. (6) The peptide sequence is IEGGSLFIVPRFHVV. The MHC is DRB1_0101 with pseudo-sequence DRB1_0101. The binding affinity (normalized) is 0.370. (7) The peptide sequence is TKKYFAATQFEPLAA. The MHC is HLA-DQA10501-DQB10201 with pseudo-sequence HLA-DQA10501-DQB10201. The binding affinity (normalized) is 0.392. (8) The MHC is DRB1_1501 with pseudo-sequence DRB1_1501. The peptide sequence is REALAQTHSAIAVII. The binding affinity (normalized) is 0.761.